From a dataset of Forward reaction prediction with 1.9M reactions from USPTO patents (1976-2016). Predict the product of the given reaction. (1) Given the reactants [C:1](=O)([O-])[O-].[K+].[K+].[OH:7][C:8]1[CH:17]=[CH:16][CH:15]=[C:14]2[C:9]=1[CH2:10][CH:11]=[CH:12][CH2:13]2.S(OC)(OC)(=O)=O.CCCCCC, predict the reaction product. The product is: [CH3:1][O:7][C:8]1[CH:17]=[CH:16][CH:15]=[C:14]2[C:9]=1[CH2:10][CH:11]=[CH:12][CH2:13]2. (2) Given the reactants [CH2:1]([NH2:4])[CH2:2][CH3:3].[F:5][CH:6]([C:12]([CH3:14])=[O:13])[C:7]([O:9]CC)=O, predict the reaction product. The product is: [F:5][CH:6]([C:12](=[O:13])[CH3:14])[C:7]([NH:4][CH2:1][CH2:2][CH3:3])=[O:9]. (3) Given the reactants [OH:1][CH:2]([CH2:6][C:7]([OH:9])=[O:8])[C:3]([OH:5])=[O:4].CS(O)(=O)=O.[CH2:15](O)[C:16]#[CH:17].O.[C:20]1(C)[CH:25]=CC=C[CH:21]=1, predict the reaction product. The product is: [OH:1][CH:2]([CH2:6][C:7]([O:9][CH2:25][C:20]#[CH:21])=[O:8])[C:3]([O:5][CH2:15][C:16]#[CH:17])=[O:4]. (4) Given the reactants [NH2:1][CH2:2][C@H:3]1[C@H:12]2[CH2:13][CH2:14][N:15]([C:16]([C@H:18]3[CH2:23][CH2:22][CH2:21][CH2:20][C@H:19]3[NH:24][C:25](=[O:32])[C:26]3[CH:31]=[CH:30][CH:29]=[CH:28][CH:27]=3)=[O:17])[C@H:11]2[C:10]2[CH:9]=[CH:8][CH:7]=[CH:6][C:5]=2[NH:4]1.[C:33](OC(=O)C)(=[O:35])[CH3:34], predict the reaction product. The product is: [C:33]([NH:1][CH2:2][C@H:3]1[C@H:12]2[CH2:13][CH2:14][N:15]([C:16]([C@H:18]3[CH2:23][CH2:22][CH2:21][CH2:20][C@H:19]3[NH:24][C:25](=[O:32])[C:26]3[CH:27]=[CH:28][CH:29]=[CH:30][CH:31]=3)=[O:17])[C@H:11]2[C:10]2[CH:9]=[CH:8][CH:7]=[CH:6][C:5]=2[NH:4]1)(=[O:35])[CH3:34]. (5) Given the reactants [Br:1][C:2]1[CH:3]=[C:4]2[C@:15]3([CH2:20][CH2:19][O:18][C:17]([NH:21]C(=O)C4C=CC=CC=4)=[N:16]3)[C:14]3[C:9](=[CH:10][CH:11]=[C:12](I)[CH:13]=3)[O:8][C:5]2=[N:6][CH:7]=1.[CH3:31][O:32][C:33]1[N:34]=[CH:35][C:36]([C:39]([NH2:41])=[O:40])=[N:37][CH:38]=1.N, predict the reaction product. The product is: [NH2:21][C:17]1[O:18][CH2:19][CH2:20][C@:15]2([C:4]3[C:5](=[N:6][CH:7]=[C:2]([Br:1])[CH:3]=3)[O:8][C:9]3[C:14]2=[CH:13][C:12]([NH:41][C:39]([C:36]2[CH:35]=[N:34][C:33]([O:32][CH3:31])=[CH:38][N:37]=2)=[O:40])=[CH:11][CH:10]=3)[N:16]=1. (6) Given the reactants [C:1]([O:5][C:6]([N:8]1[CH2:20][CH2:19][C:18]2[C:17]3[C:12](=[CH:13][CH:14]=[CH:15][CH:16]=3)[NH:11][C:10]=2[CH2:9]1)=[O:7])([CH3:4])([CH3:3])[CH3:2].[H-].[Na+].Br[CH2:24][C:25]([O:27][CH3:28])=[O:26].O, predict the reaction product. The product is: [C:1]([O:5][C:6]([N:8]1[CH2:20][CH2:19][C:18]2[C:17]3[C:12](=[CH:13][CH:14]=[CH:15][CH:16]=3)[N:11]([CH2:24][C:25]([O:27][CH3:28])=[O:26])[C:10]=2[CH2:9]1)=[O:7])([CH3:4])([CH3:2])[CH3:3]. (7) Given the reactants C([Li])CCC.CCCCCC.Br[C:13]1[CH:18]=[CH:17][C:16]([N:19]([CH2:22][CH3:23])[CH2:20][CH3:21])=[C:15]([CH:24]([CH3:26])[CH3:25])[CH:14]=1.CN(C)[CH:29]=[O:30], predict the reaction product. The product is: [CH2:20]([N:19]([CH2:22][CH3:23])[C:16]1[CH:17]=[CH:18][C:13]([CH:29]=[O:30])=[CH:14][C:15]=1[CH:24]([CH3:26])[CH3:25])[CH3:21].